From a dataset of Full USPTO retrosynthesis dataset with 1.9M reactions from patents (1976-2016). Predict the reactants needed to synthesize the given product. (1) Given the product [C:42]([OH:43])(=[O:47])[C:3]1[CH:2]=[CH:1][CH:6]=[N:5][CH:4]=1, predict the reactants needed to synthesize it. The reactants are: [CH:1]1[CH:6]=[N+:5]([C@@H]2O[C@H](COP(OP(OC[C@H]3O[C@@H](N4C5N=CN=C(N)C=5N=C4)[C@H](O)[C@@H]3O)(O)=O)(O)=O)[C@@H](O)[C@H]2O)[CH:4]=[C:3]([C:42](N)=[O:43])[CH:2]=1.CS(C)=[O:47]. (2) Given the product [Br:24][CH:2]([CH2:3][C:4]1[CH:9]=[CH:8][CH:7]=[CH:6][CH:5]=1)[C:10]([OH:12])=[O:11], predict the reactants needed to synthesize it. The reactants are: N[CH:2]([C:10]([OH:12])=[O:11])[CH2:3][C:4]1[CH:9]=[CH:8][CH:7]=[CH:6][CH:5]=1.N([O-])=O.[Na+].C(OC(C)C)(C)C.[BrH:24]. (3) Given the product [NH2:27][C:6]1[CH:5]=[C:4]([C:1](=[O:3])[NH2:2])[CH:26]=[CH:25][C:7]=1[O:8][C:9]1[CH:18]=[C:17]2[C:12]([CH:13]([C:19]([O:21][CH2:22][CH3:23])=[O:20])[CH2:14][CH2:15][O:16]2)=[CH:11][C:10]=1[Cl:24], predict the reactants needed to synthesize it. The reactants are: [C:1]([C:4]1[CH:26]=[CH:25][C:7]([O:8][C:9]2[CH:18]=[C:17]3[C:12]([CH:13]([C:19]([O:21][CH2:22][CH3:23])=[O:20])[CH2:14][CH2:15][O:16]3)=[CH:11][C:10]=2[Cl:24])=[C:6]([N+:27]([O-])=O)[CH:5]=1)(=[O:3])[NH2:2].[Cl-].[NH4+]. (4) The reactants are: [Br:1][C:2]1[CH:11]=[CH:10][C:5]([C:6]([O:8]C)=O)=[C:4]([CH2:12]Br)[CH:3]=1.[NH2:14][C:15]1[CH:20]=[CH:19][CH:18]=[CH:17][CH:16]=1.CCN(CC)CC. Given the product [Br:1][C:2]1[CH:3]=[C:4]2[C:5](=[CH:10][CH:11]=1)[C:6](=[O:8])[N:14]([C:15]1[CH:20]=[CH:19][CH:18]=[CH:17][CH:16]=1)[CH2:12]2, predict the reactants needed to synthesize it. (5) Given the product [CH3:33][C:34]1([NH:40][C:41]2[CH:46]=[CH:45][C:44]([C:47]([F:50])([F:48])[F:49])=[CH:43][N:42]=2)[CH2:38][CH2:37][CH2:36][CH:35]1[NH:39][C:62]([C:57]1[C:56]([N:52]2[N:53]=[CH:54][CH:55]=[N:51]2)=[CH:61][CH:60]=[CH:59][N:58]=1)=[O:63], predict the reactants needed to synthesize it. The reactants are: CC1(NC2N=CC(C(F)(F)F)=CN=2)CCCC1NC(C1C(C2N=CC=CN=2)=CC=CN=1)=O.[CH3:33][C:34]1([NH:40][C:41]2[CH:46]=[CH:45][C:44]([C:47]([F:50])([F:49])[F:48])=[CH:43][N:42]=2)[CH2:38][CH2:37][CH2:36][CH:35]1[NH2:39].[N:51]1[N:52]([C:56]2[C:57]([C:62](O)=[O:63])=[N:58][CH:59]=[CH:60][CH:61]=2)[N:53]=[CH:54][CH:55]=1.C(N(CC)CC)C. (6) Given the product [NH2:9][C:10]1[C:18]([Cl:1])=[CH:17][CH:16]=[C:15]2[C:11]=1[CH:12]=[N:13][N:14]2[C:19](=[O:21])[CH3:20].[NH2:9][C:10]1[CH:18]=[CH:17][C:16]([Cl:1])=[C:15]2[C:11]=1[CH:12]=[N:13][N:14]2[C:19](=[O:21])[CH3:20], predict the reactants needed to synthesize it. The reactants are: [Cl:1]N1C(=O)CCC1=O.[NH2:9][C:10]1[CH:18]=[CH:17][CH:16]=[C:15]2[C:11]=1[CH:12]=[N:13][N:14]2[C:19](=[O:21])[CH3:20].O. (7) Given the product [F:59][C:57]1[CH:56]=[C:55]([F:60])[CH:54]=[C:53]2[C:58]=1[C:49]([NH:47][C:43]1[CH:44]=[N:45][CH:46]=[C:41]([N:38]3[CH2:39][CH2:40][O:35][CH2:36][CH2:37]3)[CH:42]=1)=[C:50]([CH3:73])[C:51]([C:61]1[CH:66]=[N:65][C:64]([N:67]3[CH2:72][CH2:71][O:70][CH2:69][CH2:68]3)=[CH:63][CH:62]=1)=[N:52]2, predict the reactants needed to synthesize it. The reactants are: C1(P(C2CCCCC2)C2C=CC=CC=2C2C(C(C)C)=CC(C(C)C)=CC=2C(C)C)CCCCC1.[O:35]1[CH2:40][CH2:39][N:38]([C:41]2[CH:42]=[C:43]([NH2:47])[CH:44]=[N:45][CH:46]=2)[CH2:37][CH2:36]1.Cl[C:49]1[C:58]2[C:53](=[CH:54][C:55]([F:60])=[CH:56][C:57]=2[F:59])[N:52]=[C:51]([C:61]2[CH:62]=[CH:63][C:64]([N:67]3[CH2:72][CH2:71][O:70][CH2:69][CH2:68]3)=[N:65][CH:66]=2)[C:50]=1[CH3:73].CC(C)([O-])C.[Na+].